Predict the product of the given reaction. From a dataset of Forward reaction prediction with 1.9M reactions from USPTO patents (1976-2016). (1) Given the reactants [CH3:1][C:2]1[CH:11]=[CH:10][C:9]2[C:4](=[CH:5][CH:6]=[CH:7][C:8]=2[N:12]2[CH2:17][CH2:16][NH:15][CH2:14][CH2:13]2)[N:3]=1.[Cl:18][CH2:19][C:20]([C:22]1[CH:23]=[CH:24][C:25]2[O:30][CH2:29][C:28](=[O:31])[NH:27][C:26]=2[CH:32]=1)=[O:21].C(N(CC)C(C)C)(C)C, predict the reaction product. The product is: [ClH:18].[CH3:1][C:2]1[CH:11]=[CH:10][C:9]2[C:4](=[CH:5][CH:6]=[CH:7][C:8]=2[N:12]2[CH2:17][CH2:16][N:15]([CH2:19][C:20]([C:22]3[CH:23]=[CH:24][C:25]4[O:30][CH2:29][C:28](=[O:31])[NH:27][C:26]=4[CH:32]=3)=[O:21])[CH2:14][CH2:13]2)[N:3]=1. (2) Given the reactants [F:1][C:2]([F:14])([F:13])[C:3]1[CH:8]=[CH:7][C:6]([CH2:9][C:10](O)=O)=[CH:5][CH:4]=1.[Cl:15][C:16]1[CH:21]=[CH:20][C:19]([NH2:22])=[CH:18][C:17]=1[O:23][CH3:24], predict the reaction product. The product is: [Cl:15][C:16]1[CH:21]=[CH:20][C:19]([NH:22][CH2:10][CH2:9][C:6]2[CH:7]=[CH:8][C:3]([C:2]([F:14])([F:13])[F:1])=[CH:4][CH:5]=2)=[CH:18][C:17]=1[O:23][CH3:24]. (3) Given the reactants [CH2:1]([O:3][C:4]([C:6]1[S:10][C:9]([N:11]2[C:15]3[CH:16]=[C:17]([CH2:20][CH2:21][CH2:22][CH2:23][OH:24])[CH:18]=[CH:19][C:14]=3[N:13]=[CH:12]2)=[N:8][C:7]=1[C:25]1[CH:30]=[CH:29][CH:28]=[C:27]([Cl:31])[CH:26]=1)=[O:5])[CH3:2].C(N(C(C)C)C(C)C)C.[CH3:41][S:42](Cl)(=[O:44])=[O:43], predict the reaction product. The product is: [CH2:1]([O:3][C:4]([C:6]1[S:10][C:9]([N:11]2[C:15]3[CH:16]=[C:17]([CH2:20][CH2:21][CH2:22][CH2:23][O:24][S:42]([CH3:41])(=[O:44])=[O:43])[CH:18]=[CH:19][C:14]=3[N:13]=[CH:12]2)=[N:8][C:7]=1[C:25]1[CH:30]=[CH:29][CH:28]=[C:27]([Cl:31])[CH:26]=1)=[O:5])[CH3:2]. (4) Given the reactants [OH:1][CH2:2][C:3]1[CH:8]=[CH:7][C:6](B(O)O)=[CH:5][CH:4]=1.Br[C:13]1[N:14]=[CH:15][S:16][CH:17]=1.C(=O)([O-])[O-].[K+].[K+], predict the reaction product. The product is: [S:16]1[CH:17]=[C:13]([C:6]2[CH:7]=[CH:8][C:3]([CH2:2][OH:1])=[CH:4][CH:5]=2)[N:14]=[CH:15]1.